Dataset: Reaction yield outcomes from USPTO patents with 853,638 reactions. Task: Predict the reaction yield, written as a fraction of the theoretical maximum amount of product (1.0 means a 100% yield; for example, 0.34 means a 34% yield). (1) The reactants are [Br:1][C:2]1[N:6]=[C:5]([Cl:7])[S:4][N:3]=1.[C:21]1([As]([C:21]2[CH:26]=[CH:25][CH:24]=[CH:23][CH:22]=2)[C:21]2[CH:26]=[CH:25][CH:24]=[CH:23][CH:22]=2)[CH:26]=[CH:25][CH:24]=[CH:23][CH:22]=1.Cl.C(OCC)C.[CH3:33][N:34]1CCCC1=O. The catalyst is C(Cl)Cl.CO.C1C=CC(/C=C/C(/C=C/C2C=CC=CC=2)=O)=CC=1.C1C=CC(/C=C/C(/C=C/C2C=CC=CC=2)=O)=CC=1.C1C=CC(/C=C/C(/C=C/C2C=CC=CC=2)=O)=CC=1.[Pd].[Pd].[Cu]I. The product is [ClH:7].[Br:1][C:2]1[N:6]=[C:5]([C:24]2[CH2:25][C@H:26]3[CH2:21][NH:34][CH2:33][C@H:22]3[CH:23]=2)[S:4][N:3]=1. The yield is 0.820. (2) The reactants are [CH3:1][C:2]1[C:3](OS(C(F)(F)F)(=O)=O)=[CH:4][C:5]2[C:6]([CH3:14])([CH3:13])[CH2:7][CH:8]=[C:9]([CH3:12])[C:10]=2[CH:11]=1.C1C=CC(P(C2C(C3C(P(C4C=CC=CC=4)C4C=CC=CC=4)=CC=C4C=3C=CC=C4)=C3C(C=CC=C3)=CC=2)C2C=CC=CC=2)=CC=1.C([O-])([O-])=O.[Cs+].[Cs+].[NH2:75][C:76]1[CH:86]=[CH:85][C:79]([C:80]([O:82][CH2:83][CH3:84])=[O:81])=[CH:78][CH:77]=1. The catalyst is CC([O-])=O.CC([O-])=O.[Pd+2].C1(C)C=CC=CC=1. The product is [CH3:1][C:2]1[C:3]([NH:75][C:76]2[CH:77]=[CH:78][C:79]([C:80]([O:82][CH2:83][CH3:84])=[O:81])=[CH:85][CH:86]=2)=[CH:4][C:5]2[C:6]([CH3:14])([CH3:13])[CH2:7][CH:8]=[C:9]([CH3:12])[C:10]=2[CH:11]=1. The yield is 0.800.